Predict the product of the given reaction. From a dataset of Forward reaction prediction with 1.9M reactions from USPTO patents (1976-2016). (1) Given the reactants Cl.[NH2:2][CH:3]1[CH2:12][CH2:11][C:10]2[C:5](=[CH:6][CH:7]=[C:8]([O:13][CH3:14])[CH:9]=2)[CH2:4]1.[CH2:15]([O:17][C:18]([C:20]1[C:21]([CH3:28])=[N:22][C:23](Cl)=[N:24][C:25]=1[CH3:26])=[O:19])[CH3:16].CC([O-])=O.[K+], predict the reaction product. The product is: [CH2:15]([O:17][C:18]([C:20]1[C:21]([CH3:28])=[N:22][C:23]([NH:2][CH:3]2[CH2:12][CH2:11][C:10]3[C:5](=[CH:6][CH:7]=[C:8]([O:13][CH3:14])[CH:9]=3)[CH2:4]2)=[N:24][C:25]=1[CH3:26])=[O:19])[CH3:16]. (2) Given the reactants CC1(C)C2C(=C(P(C3C=CC=CC=3)C3C=CC=CC=3)C=CC=2)OC2C(P(C3C=CC=CC=3)C3C=CC=CC=3)=CC=CC1=2.Cl[C:44]1[CH:45]=[CH:46][C:47]2[CH2:53][N:52]([CH3:54])[CH2:51][CH:50]([CH:55]3[CH2:58][C:57]([F:60])([F:59])[CH2:56]3)[O:49][C:48]=2[N:61]=1.[CH3:62][O:63][C:64]1[N:69]=[C:68]([NH2:70])[CH:67]=[CH:66][C:65]=1[C:71]1[CH:72]=[N:73][N:74]([CH3:76])[CH:75]=1.C(=O)([O-])[O-].[Cs+].[Cs+], predict the reaction product. The product is: [F:59][C:57]1([F:60])[CH2:58][CH:55]([CH:50]2[CH2:51][N:52]([CH3:54])[CH2:53][C:47]3[CH:46]=[CH:45][C:44]([NH:70][C:68]4[CH:67]=[CH:66][C:65]([C:71]5[CH:72]=[N:73][N:74]([CH3:76])[CH:75]=5)=[C:64]([O:63][CH3:62])[N:69]=4)=[N:61][C:48]=3[O:49]2)[CH2:56]1.